Task: Predict the reaction yield, written as a fraction of the theoretical maximum amount of product (1.0 means a 100% yield; for example, 0.34 means a 34% yield).. Dataset: Reaction yield outcomes from USPTO patents with 853,638 reactions The reactants are [Br:1][C:2]1[CH:6]=[CH:5][NH:4][N:3]=1.[C:7]1([C:13](Cl)([C:20]2[CH:25]=[CH:24][CH:23]=[CH:22][CH:21]=2)[C:14]2[CH:19]=[CH:18][CH:17]=[CH:16][CH:15]=2)[CH:12]=[CH:11][CH:10]=[CH:9][CH:8]=1.CCN(CC)CC.O.C(Cl)Cl. The catalyst is C(Cl)Cl. The product is [Br:1][C:2]1[CH:6]=[CH:5][N:4]([C:13]([C:7]2[CH:12]=[CH:11][CH:10]=[CH:9][CH:8]=2)([C:20]2[CH:21]=[CH:22][CH:23]=[CH:24][CH:25]=2)[C:14]2[CH:15]=[CH:16][CH:17]=[CH:18][CH:19]=2)[N:3]=1. The yield is 0.640.